Predict the reaction yield, written as a fraction of the theoretical maximum amount of product (1.0 means a 100% yield; for example, 0.34 means a 34% yield). From a dataset of Reaction yield outcomes from USPTO patents with 853,638 reactions. (1) The reactants are [C:1]1([C:7]([OH:9])=[O:8])([C:4](O)=[O:5])[CH2:3][CH2:2]1.C(N(CC)CC)C.S(Cl)(Cl)=O.[C:21]1([NH2:27])[CH:26]=[CH:25][CH:24]=[CH:23][CH:22]=1. The catalyst is C1COCC1.C(OCC)(=O)C. The product is [C:21]1([NH:27][C:4]([C:1]2([C:7]([OH:9])=[O:8])[CH2:3][CH2:2]2)=[O:5])[CH:26]=[CH:25][CH:24]=[CH:23][CH:22]=1. The yield is 0.608. (2) The reactants are [CH:1]([O:4][C:5]1[CH:12]=[CH:11][C:10]([C:13]2[S:14][CH:15]=[CH:16][N:17]=2)=[CH:9][C:6]=1[C:7]#[N:8])([CH3:3])[CH3:2].CN(C=O)C.C1C(=O)N([Br:30])C(=O)C1. The catalyst is O. The product is [Br:30][C:15]1[S:14][C:13]([C:10]2[CH:11]=[CH:12][C:5]([O:4][CH:1]([CH3:3])[CH3:2])=[C:6]([CH:9]=2)[C:7]#[N:8])=[N:17][CH:16]=1. The yield is 0.763. (3) The yield is 0.900. The product is [Cl:20][C:18]1[CH:19]=[C:14]([CH:4]([CH2:5][C:6]2[CH:11]=[CH:10][CH:9]=[C:8]([O:12][CH3:13])[CH:7]=2)[C:3]([OH:22])=[O:2])[CH:15]=[C:16]([Cl:21])[CH:17]=1. The reactants are C[O:2][C:3](=[O:22])[CH:4]([C:14]1[CH:19]=[C:18]([Cl:20])[CH:17]=[C:16]([Cl:21])[CH:15]=1)[CH2:5][C:6]1[CH:11]=[CH:10][CH:9]=[C:8]([O:12][CH3:13])[CH:7]=1.[Li+].[OH-].O.Cl. The catalyst is CO.